From a dataset of Forward reaction prediction with 1.9M reactions from USPTO patents (1976-2016). Predict the product of the given reaction. (1) Given the reactants [OH:1][C:2]1[CH:7]=[CH:6][C:5]([C@H:8](/[CH:15]=[CH:16]\[CH3:17])[C@H:9]([CH3:14])[C:10]([O:12]C)=[O:11])=[CH:4][CH:3]=1.Cl[CH2:19][C:20]1[CH:21]=[CH:22][C:23]([C:35]([CH3:38])([CH3:37])[CH3:36])=[C:24]([C:26]2[CH:31]=[C:30]([O:32][CH3:33])[CH:29]=[CH:28][C:27]=2[F:34])[CH:25]=1.C(=O)([O-])[O-].[Cs+].[Cs+].[OH-].[Li+], predict the reaction product. The product is: [CH3:38][C:35]([C:23]1[C:24]([C:26]2[CH:31]=[C:30]([O:32][CH3:33])[CH:29]=[CH:28][C:27]=2[F:34])=[CH:25][C:20]([CH2:19][O:1][C:2]2[CH:7]=[CH:6][C:5]([C@H:8](/[CH:15]=[CH:16]\[CH3:17])[C@H:9]([CH3:14])[C:10]([OH:12])=[O:11])=[CH:4][CH:3]=2)=[CH:21][CH:22]=1)([CH3:36])[CH3:37]. (2) Given the reactants Cl.[CH2:2]([O:4][C:5](=[O:17])[CH2:6][C:7](=O)[CH2:8][NH:9][CH:10]1[CH2:15][CH2:14][CH2:13][CH2:12][CH2:11]1)[CH3:3].C(O)(C)(C)C.[C:23]([S-:25])#[N:24].[K+], predict the reaction product. The product is: [CH2:2]([O:4][C:5](=[O:17])[CH2:6][C:7]1[NH:24][C:23](=[S:25])[N:9]([CH:10]2[CH2:15][CH2:14][CH2:13][CH2:12][CH2:11]2)[CH:8]=1)[CH3:3]. (3) Given the reactants [OH:1][CH2:2][CH:3]1[CH2:8][CH2:7][N:6]([C:9]([O:11][C:12]([CH3:15])([CH3:14])[CH3:13])=[O:10])[CH2:5][CH2:4]1.[Cl:16][C:17]1[N:22]=[CH:21][C:20](O)=[CH:19][CH:18]=1, predict the reaction product. The product is: [Cl:16][C:17]1[N:22]=[CH:21][C:20]([O:1][CH2:2][CH:3]2[CH2:8][CH2:7][N:6]([C:9]([O:11][C:12]([CH3:15])([CH3:14])[CH3:13])=[O:10])[CH2:5][CH2:4]2)=[CH:19][CH:18]=1. (4) Given the reactants [NH:1]1[CH:5]=[CH:4][N:3]=[C:2]1[C:6]1[N:11]=[CH:10][C:9]([C:12]2[CH:13]=[CH:14][C:15]3[O:21][CH2:20][CH2:19][N:18](C(OC(C)(C)C)=O)[CH2:17][C:16]=3[CH:29]=2)=[CH:8][CH:7]=1, predict the reaction product. The product is: [NH:1]1[CH:5]=[CH:4][N:3]=[C:2]1[C:6]1[N:11]=[CH:10][C:9]([C:12]2[CH:13]=[CH:14][C:15]3[O:21][CH2:20][CH2:19][NH:18][CH2:17][C:16]=3[CH:29]=2)=[CH:8][CH:7]=1. (5) Given the reactants [C:1]([CH2:3][C:4]([O:6][CH2:7][CH3:8])=[O:5])#[N:2].[OH:9][CH2:10][CH2:11][O:12][C:13]1[CH:20]=[CH:19][C:16]([CH:17]=O)=[CH:15][CH:14]=1.CCCCCC, predict the reaction product. The product is: [C:1]([C:3](=[CH:17][C:16]1[CH:15]=[CH:14][C:13]([O:12][CH2:11][CH2:10][OH:9])=[CH:20][CH:19]=1)[C:4]([O:6][CH2:7][CH3:8])=[O:5])#[N:2]. (6) Given the reactants [NH2:1][C:2]1[CH:7]=[C:6]([N+:8]([O-:10])=[O:9])[CH:5]=[CH:4][C:3]=1[OH:11].N1C=CC=CC=1.[C:18](Cl)(=[O:22])[CH2:19][CH2:20][CH3:21], predict the reaction product. The product is: [OH:11][C:3]1[CH:4]=[CH:5][C:6]([N+:8]([O-:10])=[O:9])=[CH:7][C:2]=1[NH:1][C:18](=[O:22])[CH2:19][CH2:20][CH3:21]. (7) Given the reactants [Cl:1][C:2]1[CH:7]=[CH:6][C:5]([C:8]2([OH:16])[CH2:13][CH2:12][NH:11][CH2:10][C:9]2([CH3:15])[CH3:14])=[CH:4][CH:3]=1.C(=O)([O-])[O-].[K+].[K+].[CH3:23][O:24][C:25](=[O:40])[C:26]1[CH:31]=[C:30]([Cl:32])[C:29]([O:33][CH3:34])=[CH:28][C:27]=1[O:35][CH2:36][CH2:37][CH2:38]Br, predict the reaction product. The product is: [CH3:23][O:24][C:25](=[O:40])[C:26]1[CH:31]=[C:30]([Cl:32])[C:29]([O:33][CH3:34])=[CH:28][C:27]=1[O:35][CH2:36][CH2:37][CH2:38][N:11]1[CH2:12][CH2:13][C:8]([C:5]2[CH:6]=[CH:7][C:2]([Cl:1])=[CH:3][CH:4]=2)([OH:16])[C:9]([CH3:14])([CH3:15])[CH2:10]1. (8) Given the reactants [S:1]1[CH:5]=[CH:4][C:3]2[CH:6]=[CH:7][CH:8]=[CH:9][C:2]1=2.[Li]CCCC.[S:15](Cl)(Cl)(=[O:17])=[O:16].[NH4+:20].[OH-].Cl, predict the reaction product. The product is: [S:1]1[C:5]([S:15]([NH2:20])(=[O:17])=[O:16])=[CH:4][C:3]2[CH:6]=[CH:7][CH:8]=[CH:9][C:2]1=2.